This data is from HIV replication inhibition screening data with 41,000+ compounds from the AIDS Antiviral Screen. The task is: Binary Classification. Given a drug SMILES string, predict its activity (active/inactive) in a high-throughput screening assay against a specified biological target. The molecule is CSCCC(NOC(=O)Cc1ccccc1)P(=O)(O)c1ccccc1. The result is 1 (active).